Dataset: Peptide-MHC class I binding affinity with 185,985 pairs from IEDB/IMGT. Task: Regression. Given a peptide amino acid sequence and an MHC pseudo amino acid sequence, predict their binding affinity value. This is MHC class I binding data. (1) The peptide sequence is NHINVPLSL. The MHC is Mamu-A07 with pseudo-sequence Mamu-A07. The binding affinity (normalized) is 0.721. (2) The peptide sequence is PLRNDGNRF. The MHC is HLA-A03:01 with pseudo-sequence HLA-A03:01. The binding affinity (normalized) is 0.0847. (3) The peptide sequence is NHHPRARSM. The MHC is HLA-B57:01 with pseudo-sequence HLA-B57:01. The binding affinity (normalized) is 0.0847. (4) The peptide sequence is LSISKDLNSI. The MHC is H-2-Db with pseudo-sequence H-2-Db. The binding affinity (normalized) is 0.133. (5) The MHC is HLA-B39:01 with pseudo-sequence HLA-B39:01. The binding affinity (normalized) is 0.540. The peptide sequence is FQEALKKSL. (6) The binding affinity (normalized) is 0.240. The MHC is HLA-B44:03 with pseudo-sequence HLA-B44:03. The peptide sequence is SEFQIYKKSG. (7) The peptide sequence is FPVTPQVPLR. The MHC is HLA-A32:01 with pseudo-sequence HLA-A32:01. The binding affinity (normalized) is 0.